Task: Predict which catalyst facilitates the given reaction.. Dataset: Catalyst prediction with 721,799 reactions and 888 catalyst types from USPTO Reactant: C(Cl)(=O)C(Cl)=O.CS(C)=O.[OH:11][CH:12]1[CH2:17][N:16]([C:18]([O:20][CH2:21][C:22]2[CH:27]=[CH:26][CH:25]=[CH:24][CH:23]=2)=[O:19])[C@H:15]([C:28]([O:30][CH2:31][C:32]2[CH:37]=[CH:36][CH:35]=[CH:34][CH:33]=2)=[O:29])[C@@H:14]([C:38]([O:40][C:41]([CH3:44])([CH3:43])[CH3:42])=[O:39])[CH2:13]1.C(N(CC)CC)C. Product: [O:11]=[C:12]1[CH2:17][N:16]([C:18]([O:20][CH2:21][C:22]2[CH:27]=[CH:26][CH:25]=[CH:24][CH:23]=2)=[O:19])[C@H:15]([C:28]([O:30][CH2:31][C:32]2[CH:37]=[CH:36][CH:35]=[CH:34][CH:33]=2)=[O:29])[C@@H:14]([C:38]([O:40][C:41]([CH3:44])([CH3:43])[CH3:42])=[O:39])[CH2:13]1. The catalyst class is: 124.